Predict the reaction yield, written as a fraction of the theoretical maximum amount of product (1.0 means a 100% yield; for example, 0.34 means a 34% yield). From a dataset of Reaction yield outcomes from USPTO patents with 853,638 reactions. (1) The reactants are [I:1][C:2]1[CH:12]=[N:11][C:5]2[NH:6][CH2:7][C:8](=[O:10])[NH:9][C:4]=2[CH:3]=1.[F:13][C:14]1[CH:21]=[CH:20][C:19]([F:22])=[CH:18][C:15]=1[CH2:16]Br. No catalyst specified. The product is [F:13][C:14]1[CH:21]=[CH:20][C:19]([F:22])=[CH:18][C:15]=1[CH2:16][N:9]1[C:8](=[O:10])[CH2:7][NH:6][C:5]2[N:11]=[CH:12][C:2]([I:1])=[CH:3][C:4]1=2. The yield is 0.700. (2) The reactants are C[Si](C)(C)[CH:3]1[S:8][CH2:7][CH2:6][CH2:5][S:4]1.C([Li])CCC.[CH3:16][C@H:17]1[CH2:22][C@@H:21]([CH3:23])[CH2:20][C:19](=O)[CH2:18]1. The catalyst is C1COCC1. The product is [CH3:16][C@H:17]1[CH2:22][C@@H:21]([CH3:23])[CH2:20][C:19](=[C:3]2[S:8][CH2:7][CH2:6][CH2:5][S:4]2)[CH2:18]1. The yield is 0.920. (3) The reactants are [N:1]1([CH2:6][CH2:7][CH2:8][NH2:9])[CH2:5][CH2:4][CH2:3][CH2:2]1.[OH-].[Na+].[Br:12][C:13]1[CH:14]=[C:15]([CH:19]=[CH:20][CH:21]=1)[C:16](Cl)=[O:17]. The catalyst is ClCCl. The product is [Br:12][C:13]1[CH:14]=[C:15]([CH:19]=[CH:20][CH:21]=1)[C:16]([NH:9][CH2:8][CH2:7][CH2:6][N:1]1[CH2:5][CH2:4][CH2:3][CH2:2]1)=[O:17]. The yield is 0.940. (4) The reactants are [NH2:1][C:2]1[N:3]=[C:4]([NH2:13])[C:5]2[N:11]=[C:10](Cl)[CH:9]=[CH:8][C:6]=2[N:7]=1.C([O-])([O-])=O.[K+].[K+].[CH3:20][O:21][C:22]1[CH:27]=[C:26](B2OC(C)(C)C(C)(C)O2)[CH:25]=[CH:24][C:23]=1[OH:37]. The catalyst is O1CCOCC1.O.C1C=CC([P]([Pd]([P](C2C=CC=CC=2)(C2C=CC=CC=2)C2C=CC=CC=2)([P](C2C=CC=CC=2)(C2C=CC=CC=2)C2C=CC=CC=2)[P](C2C=CC=CC=2)(C2C=CC=CC=2)C2C=CC=CC=2)(C2C=CC=CC=2)C2C=CC=CC=2)=CC=1. The product is [NH2:1][C:2]1[N:3]=[C:4]([NH2:13])[C:5]2[N:11]=[C:10]([C:26]3[CH:25]=[CH:24][C:23]([OH:37])=[C:22]([O:21][CH3:20])[CH:27]=3)[CH:9]=[CH:8][C:6]=2[N:7]=1. The yield is 0.690. (5) The reactants are [Cl:1][C:2]1[CH:3]=[CH:4][C:5]([N+:17]([O-])=O)=[C:6]([N:8]2[C:16]3[C:11](=[N:12][CH:13]=[CH:14][CH:15]=3)[N:10]=[N:9]2)[CH:7]=1.NC1C=CC=CC=1. The catalyst is Cl.[Fe]. The product is [Cl:1][C:2]1[CH:3]=[CH:4][C:5]([NH2:17])=[C:6]([N:8]2[C:16]3[C:11](=[N:12][CH:13]=[CH:14][CH:15]=3)[N:10]=[N:9]2)[CH:7]=1. The yield is 0.840. (6) The reactants are [C:1]([O:5][C:6]([NH:8][C@H:9]([C:32]([O:34][C:35]([CH3:38])([CH3:37])[CH3:36])=[O:33])[CH2:10][CH2:11][S:12][S:12][CH2:11][CH2:10][C@H:9]([NH:8][C:6]([O:5][C:1]([CH3:4])([CH3:3])[CH3:2])=[O:7])[C:32]([O:34][C:35]([CH3:38])([CH3:37])[CH3:36])=[O:33])=[O:7])([CH3:4])([CH3:3])[CH3:2].O.C(P(CCCC)CCCC)CCC. The catalyst is CN(C=O)C. The product is [C:1]([O:5][C:6]([NH:8][C@H:9]([C:32]([O:34][C:35]([CH3:38])([CH3:37])[CH3:36])=[O:33])[CH2:10][CH2:11][SH:12])=[O:7])([CH3:3])([CH3:4])[CH3:2]. The yield is 0.900. (7) The reactants are [NH2:1][C:2]1[CH:7]=[C:6]([O:8][C:9]2[CH:14]=[CH:13][C:12]([NH:15][C:16]([C:18]3([C:21]([NH:23][C:24]4[CH:29]=[CH:28][C:27]([F:30])=[CH:26][CH:25]=4)=[O:22])[CH2:20][CH2:19]3)=[O:17])=[C:11]([F:31])[C:10]=2[F:32])[CH:5]=[CH:4][N:3]=1.C([N:35]([CH2:38]C)CC)C.ClC([O:43][C:44]1[CH:49]=CC=C[CH:45]=1)=O.C(=O)([O-])[OH:51].[Na+]. The catalyst is O1CCCC1.C(OCC)(=O)C. The product is [F:31][C:11]1[C:10]([F:32])=[C:9]([O:8][C:6]2[CH:5]=[CH:4][N:3]=[C:2]([NH:1][C:38]([N:35]3[CH2:45][CH:44]([OH:43])[CH2:49]3)=[O:51])[CH:7]=2)[CH:14]=[CH:13][C:12]=1[NH:15][C:16]([C:18]1([C:21]([NH:23][C:24]2[CH:29]=[CH:28][C:27]([F:30])=[CH:26][CH:25]=2)=[O:22])[CH2:19][CH2:20]1)=[O:17]. The yield is 0.780. (8) The reactants are Cl[S:2]([C:5]1[CH:14]=[CH:13][CH:12]=[C:11]2[C:6]=1[CH:7]=[CH:8][CH:9]=[C:10]2[C:15]([OH:17])=[O:16])(=[O:4])=[O:3].C(N(CC)CC)C.[C:25]([O:29][C:30]([N:32]1[CH2:37][CH2:36][CH:35]([NH2:38])[CH2:34][CH2:33]1)=[O:31])([CH3:28])([CH3:27])[CH3:26]. The catalyst is ClCCl. The product is [C:25]([O:29][C:30]([N:32]1[CH2:37][CH2:36][CH:35]([NH:38][S:2]([C:5]2[C:6]3[C:11](=[C:10]([C:15]([OH:17])=[O:16])[CH:9]=[CH:8][CH:7]=3)[CH:12]=[CH:13][CH:14]=2)(=[O:4])=[O:3])[CH2:34][CH2:33]1)=[O:31])([CH3:28])([CH3:26])[CH3:27]. The yield is 0.930. (9) The reactants are [NH2:1][C:2]1[S:6][C:5]([NH:7][C:8]2[CH:17]=[CH:16][C:15]3[C:10](=[CH:11][CH:12]=[CH:13][CH:14]=3)[CH:9]=2)=[N:4][C:3]=1[C:18]([O:20][CH2:21][CH3:22])=[O:19].[S:23]1[CH:27]=[CH:26][C:25]([C:28](Cl)=[O:29])=[CH:24]1. The catalyst is N1C=CC=CC=1. The product is [CH:9]1[C:10]2[C:15](=[CH:14][CH:13]=[CH:12][CH:11]=2)[CH:16]=[CH:17][C:8]=1[NH:7][C:5]1[S:6][C:2]([NH:1][C:28]([C:25]2[CH:26]=[CH:27][S:23][CH:24]=2)=[O:29])=[C:3]([C:18]([O:20][CH2:21][CH3:22])=[O:19])[N:4]=1. The yield is 0.400. (10) The reactants are [NH2:1][C:2]1[CH:7]=[C:6]([C:8]([F:11])([F:10])[F:9])[CH:5]=[CH:4][C:3]=1[C:12]1[NH:13][C:14]([NH:17][C:18]2[CH:26]=[CH:25][C:21]3[O:22][CH2:23][O:24][C:20]=3[CH:19]=2)=[N:15][N:16]=1.[N:27]1[CH:32]=[CH:31][C:30]([CH:33]=O)=[CH:29][CH:28]=1.C(O[BH-](OC(=O)C)OC(=O)C)(=O)C.[Na+].C(O)(=O)C. The catalyst is ClC(Cl)C. The product is [O:22]1[C:21]2[CH:25]=[CH:26][C:18]([NH:17][C:14]3[NH:13][C:12]([C:3]4[CH:4]=[CH:5][C:6]([C:8]([F:10])([F:11])[F:9])=[CH:7][C:2]=4[NH:1][CH2:33][C:30]4[CH:31]=[CH:32][N:27]=[CH:28][CH:29]=4)=[N:16][N:15]=3)=[CH:19][C:20]=2[O:24][CH2:23]1. The yield is 0.423.